This data is from Catalyst prediction with 721,799 reactions and 888 catalyst types from USPTO. The task is: Predict which catalyst facilitates the given reaction. (1) Reactant: C(Cl)(=O)C(Cl)=O.[F:7][C:8]1[CH:13]=[CH:12][C:11]([C:14]2[C:18]([C:19]3[CH:24]=[CH:23][C:22]([F:25])=[CH:21][CH:20]=3)=[C:17]([CH:26]=[O:27])[N:16]([CH:28]([CH3:30])[CH3:29])[C:15]=2[C:31]([OH:33])=O)=[CH:10][CH:9]=1.C(N(C(C)C)CC)(C)C.Cl.[CH3:44][S:45]([C:48]1[CH:55]=[CH:54][C:51]([CH2:52][NH2:53])=[CH:50][CH:49]=1)(=[O:47])=[O:46].Cl. Product: [CH3:44][S:45]([C:48]1[CH:55]=[CH:54][C:51]([CH2:52][NH:53][C:31]([C:15]2[N:16]([CH:28]([CH3:29])[CH3:30])[C:17]([CH:26]=[O:27])=[C:18]([C:19]3[CH:24]=[CH:23][C:22]([F:25])=[CH:21][CH:20]=3)[C:14]=2[C:11]2[CH:10]=[CH:9][C:8]([F:7])=[CH:13][CH:12]=2)=[O:33])=[CH:50][CH:49]=1)(=[O:46])=[O:47]. The catalyst class is: 213. (2) Reactant: [H-].[Na+].[OH:3][CH2:4][C@@H:5]1[N:10]2[C:11]3[C:20]4[C:15](=[CH:16][CH:17]=[CH:18][CH:19]=4)[N:14]=[CH:13][C:12]=3[N:21]=[C:9]2[CH2:8][O:7][CH2:6]1.[F:22][C:23]1[CH:30]=[CH:29][C:26]([CH2:27]Br)=[CH:25][CH:24]=1.C([O-])(O)=O.[Na+]. Product: [F:22][C:23]1[CH:30]=[CH:29][C:26]([CH2:27][O:3][CH2:4][C@@H:5]2[N:10]3[C:11]4[C:20]5[C:15](=[CH:16][CH:17]=[CH:18][CH:19]=5)[N:14]=[CH:13][C:12]=4[N:21]=[C:9]3[CH2:8][O:7][CH2:6]2)=[CH:25][CH:24]=1. The catalyst class is: 13. (3) The catalyst class is: 38. Product: [C:4]([C:3]1[C:2]([CH:1]=[O:14])=[N:12][CH:11]=[CH:10][CH:9]=1)([O:6][CH2:7][CH3:8])=[O:5]. Reactant: [CH3:1][C:2]1[N:12]=[CH:11][CH:10]=[CH:9][C:3]=1[C:4]([O:6][CH2:7][CH3:8])=[O:5].[Se](=O)=[O:14]. (4) Reactant: [C:1]1([C:7]([CH:9]2[CH2:14][CH2:13][NH:12][CH2:11][CH2:10]2)=[O:8])[CH:6]=[CH:5][CH:4]=[CH:3][CH:2]=1.C(N(C(C)C)CC)(C)C.ClC(Cl)(O[C:28](=[O:34])OC(Cl)(Cl)Cl)Cl.[CH3:36][NH:37][C:38]1[CH:39]=[C:40]([CH3:44])[CH:41]=[CH:42][CH:43]=1. Product: [CH3:36][N:37]([C:38]1[CH:39]=[C:40]([CH3:44])[CH:41]=[CH:42][CH:43]=1)[C:28]([N:12]1[CH2:13][CH2:14][CH:9]([C:7](=[O:8])[C:1]2[CH:2]=[CH:3][CH:4]=[CH:5][CH:6]=2)[CH2:10][CH2:11]1)=[O:34]. The catalyst class is: 2.